Task: Predict which catalyst facilitates the given reaction.. Dataset: Catalyst prediction with 721,799 reactions and 888 catalyst types from USPTO (1) Reactant: [F:1][C:2]([F:35])([F:34])[C:3]1[CH:4]=[C:5]([C:13]([CH3:33])([CH3:32])[C:14]([N:16]([C:18]2[CH:19]=[N:20][C:21](Cl)=[CH:22][C:23]=2[C:24]2[CH:25]=[N:26][CH:27]=[CH:28][C:29]=2[CH3:30])[CH3:17])=[O:15])[CH:6]=[C:7]([C:9]([F:12])([F:11])[F:10])[CH:8]=1.[CH3:36][C:37]([Si:40]([CH3:54])([CH3:53])[O:41][CH2:42][C@@H:43]1[CH2:52][N:51]2[C@H:46]([CH2:47][O:48][CH2:49][CH2:50]2)[CH2:45][NH:44]1)([CH3:39])[CH3:38].CC(C)([O-])C.[Na+]. Product: [F:1][C:2]([F:35])([F:34])[C:3]1[CH:4]=[C:5]([C:13]([CH3:33])([CH3:32])[C:14]([N:16]([C:18]2[CH:19]=[N:20][C:21]([N:44]3[C@H:43]([CH2:42][O:41][Si:40]([C:37]([CH3:39])([CH3:38])[CH3:36])([CH3:53])[CH3:54])[CH2:52][N:51]4[C@H:46]([CH2:47][O:48][CH2:49][CH2:50]4)[CH2:45]3)=[CH:22][C:23]=2[C:24]2[CH:25]=[N:26][CH:27]=[CH:28][C:29]=2[CH3:30])[CH3:17])=[O:15])[CH:6]=[C:7]([C:9]([F:12])([F:11])[F:10])[CH:8]=1. The catalyst class is: 11. (2) Reactant: [C:1]([NH:5][C:6]([C:8]1[C:16]2[C:11](=[N:12][CH:13]=[C:14]([C:17]3[C:25]4[C:20](=[CH:21][C:22]([S:26]([CH3:29])(=[O:28])=[O:27])=[CH:23][CH:24]=4)[N:19]([CH3:30])[N:18]=3)[N:15]=2)[N:10](COCC[Si](C)(C)C)[CH:9]=1)=[O:7])([CH3:4])([CH3:3])[CH3:2].FC(F)(F)C(O)=O.C(N)CN.O. Product: [C:1]([NH:5][C:6]([C:8]1[C:16]2[C:11](=[N:12][CH:13]=[C:14]([C:17]3[C:25]4[C:20](=[CH:21][C:22]([S:26]([CH3:29])(=[O:27])=[O:28])=[CH:23][CH:24]=4)[N:19]([CH3:30])[N:18]=3)[N:15]=2)[NH:10][CH:9]=1)=[O:7])([CH3:4])([CH3:3])[CH3:2]. The catalyst class is: 96. (3) Reactant: [NH2:1][C:2]1[CH:7]=[C:6]([F:8])[CH:5]=[CH:4][C:3]=1[S:9][CH2:10][C:11]1[CH:20]=[CH:19][CH:18]=[CH:17][C:12]=1[C:13]([O:15][CH3:16])=[O:14].[S:21]1[C:25]([S:26](Cl)(=[O:28])=[O:27])=[CH:24][C:23]2[CH:30]=[CH:31][CH:32]=[CH:33][C:22]1=2. Product: [S:21]1[C:22]2[CH:33]=[CH:32][CH:31]=[CH:30][C:23]=2[CH:24]=[C:25]1[S:26]([NH:1][C:2]1[CH:7]=[C:6]([F:8])[CH:5]=[CH:4][C:3]=1[S:9][CH2:10][C:11]1[CH:20]=[CH:19][CH:18]=[CH:17][C:12]=1[C:13]([O:15][CH3:16])=[O:14])(=[O:28])=[O:27]. The catalyst class is: 17. (4) Reactant: C(N(C(C)C)CC)(C)C.CCN=C=NCCCN(C)C.[CH3:21][O:22][C:23](=[O:45])[CH2:24][CH:25]1[C:31]2[CH:32]=[CH:33][CH:34]=[CH:35][C:30]=2[C:29](=[O:36])[N:28]([CH3:37])[C:27]2[CH:38]=[C:39]([C:42](O)=[O:43])[CH:40]=[CH:41][C:26]1=2.[N:46]1[CH:51]=[CH:50][CH:49]=[CH:48][C:47]=1[NH:52][CH2:53][CH2:54][CH2:55][NH2:56]. Product: [CH3:37][N:28]1[C:29](=[O:36])[C:30]2[CH:35]=[CH:34][CH:33]=[CH:32][C:31]=2[CH:25]([CH2:24][C:23]([O:22][CH3:21])=[O:45])[C:26]2[CH:41]=[CH:40][C:39]([C:42]([NH:56][CH2:55][CH2:54][CH2:53][NH:52][C:47]3[CH:48]=[CH:49][CH:50]=[CH:51][N:46]=3)=[O:43])=[CH:38][C:27]1=2. The catalyst class is: 59. (5) Reactant: Cl.Cl.[NH:3]1[CH2:8][CH2:7][CH:6]([C:9]2[N:13]=[C:12]([C:14]3[CH:19]=[CH:18][CH:17]=[CH:16][N:15]=3)[NH:11][N:10]=2)[CH2:5][CH2:4]1.[CH3:20][N:21]1[CH:30]=[CH:29][C:28]2[N:27]=[C:26]([C:31]3[CH:38]=[CH:37][C:34]([CH:35]=O)=[CH:33][CH:32]=3)[C:25]([C:39]3[CH:44]=[CH:43][CH:42]=[CH:41][CH:40]=3)=[CH:24][C:23]=2[C:22]1=[O:45].C(N(CC)CC)C.C(O)(=O)C.C(O[BH-](OC(=O)C)OC(=O)C)(=O)C.[Na+]. Product: [CH3:20][N:21]1[CH:30]=[CH:29][C:28]2[N:27]=[C:26]([C:31]3[CH:38]=[CH:37][C:34]([CH2:35][N:3]4[CH2:8][CH2:7][CH:6]([C:9]5[N:13]=[C:12]([C:14]6[CH:19]=[CH:18][CH:17]=[CH:16][N:15]=6)[NH:11][N:10]=5)[CH2:5][CH2:4]4)=[CH:33][CH:32]=3)[C:25]([C:39]3[CH:40]=[CH:41][CH:42]=[CH:43][CH:44]=3)=[CH:24][C:23]=2[C:22]1=[O:45]. The catalyst class is: 3. (6) Reactant: [Cl:1][CH:2]([CH2:6][CH:7]1[CH2:12][CH2:11][CH2:10][CH2:9][CH2:8]1)[C:3]([OH:5])=[O:4].CCOC(C)=O.CO.[Na+].[Cl-]. Product: [Cl:1][C@H:2]([CH2:6][CH:7]1[CH2:12][CH2:11][CH2:10][CH2:9][CH2:8]1)[C:3]([OH:5])=[O:4]. The catalyst class is: 32.